This data is from Forward reaction prediction with 1.9M reactions from USPTO patents (1976-2016). The task is: Predict the product of the given reaction. (1) Given the reactants [F:1][C:2]1[CH:10]=[C:9]([F:11])[CH:8]=[C:7]([F:12])[C:3]=1C(O)=O.C1(P(N=[N+]=[N-])(C2C=CC=CC=2)=[O:20])C=CC=CC=1.[N+:30]([C:33]1[CH:38]=[CH:37][CH:36]=[CH:35][C:34]=1[C:39]1[CH:44]=[CH:43][C:42]([CH2:45][NH:46][CH2:47][CH2:48][CH2:49][CH2:50][CH3:51])=[CH:41][CH:40]=1)([O-:32])=[O:31].C([N:54]([CH2:57]C)CC)C, predict the reaction product. The product is: [N+:30]([C:33]1[CH:38]=[CH:37][CH:36]=[CH:35][C:34]=1[C:39]1[CH:44]=[CH:43][C:42]([CH2:45][N:46]([CH2:47][CH2:48][CH2:49][CH2:50][CH3:51])[C:57](=[O:20])[NH:54][C:3]2[C:7]([F:12])=[CH:8][C:9]([F:11])=[CH:10][C:2]=2[F:1])=[CH:41][CH:40]=1)([O-:32])=[O:31]. (2) Given the reactants [C:1]12([C:11]3[CH:12]=[C:13](Br)[CH:14]=[C:15]4[O:19][CH2:18][O:17][C:16]=34)[CH2:10][CH:5]3[CH2:6][CH:7]([CH2:9][CH:3]([CH2:4]3)[CH2:2]1)[CH2:8]2.[CH:21]([C:23]1[CH:28]=[CH:27][C:26](B(O)O)=[CH:25][CH:24]=1)=[O:22].C(=O)([O-])[O-].[K+].[K+], predict the reaction product. The product is: [C:1]12([C:11]3[CH:12]=[C:13]([C:26]4[CH:27]=[CH:28][C:23]([CH:21]=[O:22])=[CH:24][CH:25]=4)[CH:14]=[C:15]4[O:19][CH2:18][O:17][C:16]=34)[CH2:10][CH:5]3[CH2:6][CH:7]([CH2:9][CH:3]([CH2:4]3)[CH2:2]1)[CH2:8]2. (3) Given the reactants C(OC([N:8]1[CH2:13][CH2:12][C:11]([CH2:17][CH3:18])([C:14]([OH:16])=[O:15])[CH2:10][CH2:9]1)=O)(C)(C)C.FC(F)(F)C(O)=O.C([O-])(O)=O.[Na+], predict the reaction product. The product is: [CH2:17]([C:11]1([C:14]([OH:16])=[O:15])[CH2:10][CH2:9][NH:8][CH2:13][CH2:12]1)[CH3:18]. (4) Given the reactants [F:1][C:2]1[CH:9]=[C:8]([Br:10])[CH:7]=[C:6]([F:11])[C:3]=1[CH2:4][OH:5].C(N(CC)CC)C.[CH3:19][S:20](Cl)(=[O:22])=[O:21], predict the reaction product. The product is: [CH3:19][S:20]([O:5][CH2:4][C:3]1[C:2]([F:1])=[CH:9][C:8]([Br:10])=[CH:7][C:6]=1[F:11])(=[O:22])=[O:21]. (5) Given the reactants [C:1]([C:3]1[CH:11]=[CH:10][CH:9]=[C:8]2[C:4]=1[CH:5]=[CH:6][N:7]2[CH2:12][CH2:13][CH2:14][C:15]([OH:17])=O)#[N:2].[F:18][C:19]1[CH:20]=[CH:21][C:22]([O:28][CH3:29])=[C:23]([CH:27]=1)[CH2:24][NH:25][CH3:26], predict the reaction product. The product is: [C:1]([C:3]1[CH:11]=[CH:10][CH:9]=[C:8]2[C:4]=1[CH:5]=[CH:6][N:7]2[CH2:12][CH2:13][CH2:14][C:15]([N:25]([CH2:24][C:23]1[CH:27]=[C:19]([F:18])[CH:20]=[CH:21][C:22]=1[O:28][CH3:29])[CH3:26])=[O:17])#[N:2]. (6) Given the reactants [C:1]([C:3]1[C:4]([NH:12][C:13]2[CH:18]=[CH:17][C:16]([N:19]3[CH2:24][CH2:23][N:22]([C:25]([O:27][C:28]([CH3:31])([CH3:30])[CH3:29])=[O:26])[CH2:21][CH2:20]3)=[CH:15][C:14]=2[O:32][CH3:33])=[N:5][C:6]([S:10][CH3:11])=[N:7][C:8]=1[CH3:9])#[N:2].CO[CH:36](OC)[N:37]([CH3:39])[CH3:38], predict the reaction product. The product is: [C:1]([C:3]1[C:4]([NH:12][C:13]2[CH:18]=[CH:17][C:16]([N:19]3[CH2:20][CH2:21][N:22]([C:25]([O:27][C:28]([CH3:30])([CH3:29])[CH3:31])=[O:26])[CH2:23][CH2:24]3)=[CH:15][C:14]=2[O:32][CH3:33])=[N:5][C:6]([S:10][CH3:11])=[N:7][C:8]=1/[CH:9]=[CH:36]/[N:37]([CH3:39])[CH3:38])#[N:2]. (7) Given the reactants [CH3:1][S:2](Cl)(=[O:4])=[O:3].[NH2:6][C:7]1[CH:15]=[C:14]([F:16])[CH:13]=[C:12]2[C:8]=1[CH:9]=[CH:10][N:11]2[C:17]([C:24]1[CH:29]=[CH:28][C:27]([Cl:30])=[CH:26][CH:25]=1)([CH2:22][CH3:23])[C:18]([O:20][CH3:21])=[O:19].CN1CCOCC1, predict the reaction product. The product is: [Cl:30][C:27]1[CH:26]=[CH:25][C:24]([C:17]([N:11]2[C:12]3[C:8](=[C:7]([NH:6][S:2]([CH3:1])(=[O:4])=[O:3])[CH:15]=[C:14]([F:16])[CH:13]=3)[CH:9]=[CH:10]2)([CH2:22][CH3:23])[C:18]([O:20][CH3:21])=[O:19])=[CH:29][CH:28]=1.